From a dataset of Reaction yield outcomes from USPTO patents with 853,638 reactions. Predict the reaction yield, written as a fraction of the theoretical maximum amount of product (1.0 means a 100% yield; for example, 0.34 means a 34% yield). (1) The reactants are Cl[C:2]1[C:3](=[O:16])[NH:4][C:5]2[C:10]([N:11]=1)=[CH:9][C:8]([C:12]([O:14][CH3:15])=[O:13])=[CH:7][CH:6]=2.[CH3:17][CH:18]([NH2:20])[CH3:19].CCN(C(C)C)C(C)C. The catalyst is CS(C)=O.O. The product is [O:16]=[C:3]1[C:2]([NH:20][CH:18]([CH3:19])[CH3:17])=[N:11][C:10]2[C:5](=[CH:6][CH:7]=[C:8]([C:12]([O:14][CH3:15])=[O:13])[CH:9]=2)[NH:4]1. The yield is 0.780. (2) The reactants are [CH3:1][C@H:2]([NH:5][C:6](=[O:12])[O:7][C:8]([CH3:11])([CH3:10])[CH3:9])[CH:3]=[O:4].Br[C:14]([F:21])([F:20])[C:15]([O:17][CH2:18][CH3:19])=[O:16].Cl. The catalyst is C1COCC1.[Zn]. The product is [C:8]([O:7][C:6]([NH:5][C@@H:2]([CH3:1])[C@@H:3]([OH:4])[C:14]([F:21])([F:20])[C:15]([O:17][CH2:18][CH3:19])=[O:16])=[O:12])([CH3:11])([CH3:10])[CH3:9]. The yield is 0.440. (3) The reactants are Br[C:2]1[CH:3]=[C:4]([C:8]2[C:13]3[S:14][C:15]4[C:20]([C:21]5[CH:26]=[CH:25][CH:24]=[CH:23][CH:22]=5)=[CH:19][CH:18]=[CH:17][C:16]=4[C:12]=3[CH:11]=[CH:10][CH:9]=2)[CH:5]=[CH:6][CH:7]=1.C([Li])CCC.[B:32](OC)([O:35]C)[O:33]C.Cl. The catalyst is CCCCCC.O1CCCC1. The product is [C:21]1([C:20]2[C:15]3[S:14][C:13]4[C:8]([C:4]5[CH:3]=[C:2]([B:32]([OH:35])[OH:33])[CH:7]=[CH:6][CH:5]=5)=[CH:9][CH:10]=[CH:11][C:12]=4[C:16]=3[CH:17]=[CH:18][CH:19]=2)[CH:22]=[CH:23][CH:24]=[CH:25][CH:26]=1. The yield is 0.230. (4) The reactants are C(=[NH:14])(C1C=CC=CC=1)C1C=CC=CC=1.Br[C:16]1[C:17](=[O:24])[N:18]([CH3:23])[CH:19]=[C:20]([Br:22])[CH:21]=1.C1C=CC(P(C2C(C3C(P(C4C=CC=CC=4)C4C=CC=CC=4)=CC=C4C=3C=CC=C4)=C3C(C=CC=C3)=CC=2)C2C=CC=CC=2)=CC=1.C([O-])([O-])=O.[Cs+].[Cs+]. The catalyst is O1CCOCC1.CC([O-])=O.CC([O-])=O.[Pd+2]. The product is [NH2:14][C:16]1[C:17](=[O:24])[N:18]([CH3:23])[CH:19]=[C:20]([Br:22])[CH:21]=1. The yield is 0.540. (5) The reactants are Cl[C:2]1[N:6]([CH3:7])[C:5]2[C:8]([CH:14]([CH2:17][CH3:18])[CH2:15][CH3:16])=[CH:9][CH:10]=[C:11]([O:12][CH3:13])[C:4]=2[N:3]=1.[Cl:19][C:20]1[CH:26]=[C:25]([C:27]([F:30])([F:29])[F:28])[CH:24]=[CH:23][C:21]=1[NH2:22]. The catalyst is CN1CCCC1=O.C(=O)([O-])O.[Na+]. The product is [Cl:19][C:20]1[CH:26]=[C:25]([C:27]([F:29])([F:30])[F:28])[CH:24]=[CH:23][C:21]=1[NH:22][C:2]1[N:6]([CH3:7])[C:5]2[C:8]([CH:14]([CH2:17][CH3:18])[CH2:15][CH3:16])=[CH:9][CH:10]=[C:11]([O:12][CH3:13])[C:4]=2[N:3]=1. The yield is 0.320.